From a dataset of Catalyst prediction with 721,799 reactions and 888 catalyst types from USPTO. Predict which catalyst facilitates the given reaction. (1) Reactant: [Br:1][C:2]1[CH:3]=[C:4]([CH:9]2[O:13][CH2:12][CH2:11][O:10]2)[CH:5]=[C:6](Br)[CH:7]=1.[Li]CCCC.B(OC)(OC)[O:20]C.C(O)(=O)C.OO.O. Product: [Br:1][C:2]1[CH:7]=[C:6]([OH:20])[CH:5]=[C:4]([CH:9]2[O:13][CH2:12][CH2:11][O:10]2)[CH:3]=1. The catalyst class is: 1. (2) Reactant: [CH:1]1(/[C:5](/[C:31]2[CH:36]=[CH:35][CH:34]=[CH:33][CH:32]=2)=[C:6](\[C:15]2[CH:16]=[C:17]3[C:21](=[CH:22][CH:23]=2)[N:20]([CH:24]2[CH2:29][CH2:28][CH2:27][CH2:26][O:25]2)[N:19]=[C:18]3[F:30])/[C:7]2[CH:12]=[CH:11][C:10]([CH:13]=[CH2:14])=[CH:9][CH:8]=2)[CH2:4][CH2:3][CH2:2]1.I[C:38]1[CH:39]=[N:40][CH:41]=[CH:42][CH:43]=1.CC(P(C(C)(C)C)C1C=CC2C(=CC=CC=2)C=1C1C2C(=CC=CC=2)C=CC=1)(C)C.C(N(CC)C(C)C)C. Product: [CH:1]1(/[C:5](/[C:31]2[CH:36]=[CH:35][CH:34]=[CH:33][CH:32]=2)=[C:6](\[C:15]2[CH:16]=[C:17]3[C:21](=[CH:22][CH:23]=2)[N:20]([CH:24]2[CH2:29][CH2:28][CH2:27][CH2:26][O:25]2)[N:19]=[C:18]3[F:30])/[C:7]2[CH:8]=[CH:9][C:10](/[CH:13]=[CH:14]/[C:38]3[CH:39]=[N:40][CH:41]=[CH:42][CH:43]=3)=[CH:11][CH:12]=2)[CH2:4][CH2:3][CH2:2]1. The catalyst class is: 524. (3) Reactant: [C:1]([O:6][CH2:7][C:8]([O:10][CH2:11][C:12]([F:18])([F:17])[S:13]([O-:16])(=[O:15])=[O:14])=[O:9])(=[O:5])[C:2]([CH3:4])=[CH2:3].[Na+].O.[Br-].[C:22]1([S+:28]([C:35]2[CH:40]=[CH:39][CH:38]=[CH:37][CH:36]=2)[C:29]2[CH:34]=[CH:33][CH:32]=[CH:31][CH:30]=2)[CH:27]=[CH:26][CH:25]=[CH:24][CH:23]=1. Product: [C:1]([O:6][CH2:7][C:8]([O:10][CH2:11][C:12]([F:18])([F:17])[S:13]([O-:16])(=[O:14])=[O:15])=[O:9])(=[O:5])[C:2]([CH3:4])=[CH2:3].[C:35]1([S+:28]([C:22]2[CH:23]=[CH:24][CH:25]=[CH:26][CH:27]=2)[C:29]2[CH:34]=[CH:33][CH:32]=[CH:31][CH:30]=2)[CH:36]=[CH:37][CH:38]=[CH:39][CH:40]=1. The catalyst class is: 22.